From a dataset of Reaction yield outcomes from USPTO patents with 853,638 reactions. Predict the reaction yield, written as a fraction of the theoretical maximum amount of product (1.0 means a 100% yield; for example, 0.34 means a 34% yield). (1) The reactants are Br[C:2]1[CH:3]=[C:4]([N+:16]([O-:18])=[O:17])[C:5]([NH2:15])=[N:6][C:7]=1[C:8]1[CH:13]=[CH:12][CH:11]=[C:10]([F:14])[CH:9]=1.CC1(C)C(C)(C)OB([C:27]2[CH:32]=[CH:31][N:30]=[CH:29][CH:28]=2)O1.C(=O)([O-])[O-].[Cs+].[Cs+]. The catalyst is O1CCOCC1. The product is [F:14][C:10]1[CH:9]=[C:8]([C:7]2[C:2]([C:27]3[CH:32]=[CH:31][N:30]=[CH:29][CH:28]=3)=[CH:3][C:4]([N+:16]([O-:18])=[O:17])=[C:5]([NH2:15])[N:6]=2)[CH:13]=[CH:12][CH:11]=1. The yield is 0.970. (2) The reactants are [CH3:1][N:2]1[CH:6]=[CH:5][N:4]=[C:3]1/[CH:7]=[N:8]/[S:9]([C:11]([CH3:14])([CH3:13])[CH3:12])=[O:10].[CH2:15]1COCC1.C[Mg]Br.CCOCC. The catalyst is [NH4+].[Cl-]. The product is [CH3:1][N:2]1[CH:6]=[CH:5][N:4]=[C:3]1[CH:7]([NH:8][S:9]([C:11]([CH3:14])([CH3:13])[CH3:12])=[O:10])[CH3:15]. The yield is 0.920. (3) The reactants are [Br:1][C:2]1[CH:3]=[C:4]([CH3:11])[C:5]2[N:9]=[CH:8][NH:7][C:6]=2[CH:10]=1.[O:12]1[CH:17]=[CH:16][CH2:15][CH2:14][CH2:13]1.CS(O)(=O)=O. The catalyst is O1CCCC1.C(OCC)(=O)C. The product is [Br:1][C:2]1[CH:3]=[C:4]([CH3:11])[C:5]2[N:9]=[CH:8][N:7]([CH:13]3[CH2:14][CH2:15][CH2:16][CH2:17][O:12]3)[C:6]=2[CH:10]=1. The yield is 0.930. (4) The reactants are [O:1]=[C:2]1[CH2:7][CH2:6][CH:5]([C:8]([O:10][CH2:11][CH3:12])=[O:9])[CH2:4][CH2:3]1.C1C(=O)N([Br:20])C(=O)C1.CC1C=CC(S(O)(=O)=O)=CC=1. The catalyst is C1(C)C=CC=CC=1. The product is [Br:20][CH:3]1[C:2](=[O:1])[CH2:7][CH2:6][CH:5]([C:8]([O:10][CH2:11][CH3:12])=[O:9])[CH2:4]1. The yield is 0.550.